This data is from Reaction yield outcomes from USPTO patents with 853,638 reactions. The task is: Predict the reaction yield, written as a fraction of the theoretical maximum amount of product (1.0 means a 100% yield; for example, 0.34 means a 34% yield). (1) The reactants are [OH:1][C:2]1([CH3:12])[C:7](=O)[CH2:6][CH:5]2[CH2:9][CH:3]1[C:4]2([CH3:11])[CH3:10].[N:13]1[CH:18]=[CH:17][CH:16]=[C:15]([CH2:19][NH2:20])[CH:14]=1.B(F)(F)F. The catalyst is C1C=CC=CC=1. The product is [CH3:12][C:2]1([OH:1])[C:7](=[N:20][CH2:19][C:15]2[CH:14]=[N:13][CH:18]=[CH:17][CH:16]=2)[CH2:6][CH:5]2[CH2:9][CH:3]1[C:4]2([CH3:11])[CH3:10]. The yield is 0.524. (2) The reactants are [CH3:1][C:2]1[CH:7]=[CH:6][C:5]([O:8][CH3:9])=[CH:4][CH:3]=1.Cl([O-])(=O)(=O)=O.[Li+].Cl[C:17]([CH2:19][CH2:20][CH2:21][CH2:22][CH2:23][CH2:24][C:25]([O:27][CH3:28])=[O:26])=[O:18].O. The catalyst is [N+](C)([O-])=O.[O-]S(C(F)(F)F)(=O)=O.[Sc+3].[O-]S(C(F)(F)F)(=O)=O.[O-]S(C(F)(F)F)(=O)=O. The product is [CH3:9][O:8][C:5]1[CH:6]=[CH:7][C:2]([CH3:1])=[CH:3][C:4]=1[C:17](=[O:18])[CH2:19][CH2:20][CH2:21][CH2:22][CH2:23][CH2:24][C:25]([O:27][CH3:28])=[O:26]. The yield is 0.570. (3) The reactants are [CH3:1][C:2]1[CH:7]=[CH:6][CH:5]=[CH:4][C:3]=1[C:8]1[C:16]2[O:15][CH:14]([CH2:17][OH:18])[CH2:13][C:12]=2[CH:11]=[CH:10][C:9]=1[Cl:19].[C:20]1([CH3:30])[CH:25]=[CH:24][C:23]([S:26](Cl)(=[O:28])=[O:27])=[CH:22][CH:21]=1.CC1C=CC(S(OCC2CC3C(C(F)(F)F)=CC=C(Cl)C=3O2)(=O)=O)=CC=1. No catalyst specified. The product is [CH3:30][C:20]1[CH:25]=[CH:24][C:23]([S:26]([O:18][CH2:17][CH:14]2[CH2:13][C:12]3[CH:11]=[CH:10][C:9]([Cl:19])=[C:8]([C:3]4[CH:4]=[CH:5][CH:6]=[CH:7][C:2]=4[CH3:1])[C:16]=3[O:15]2)(=[O:28])=[O:27])=[CH:22][CH:21]=1. The yield is 0.850. (4) The reactants are Cl[C:2]1[N:7]2[N:8]=[C:9]([CH3:11])[CH:10]=[C:6]2[N:5]=[C:4]([NH:12][C:13](=[O:24])[C:14]2[CH:19]=[CH:18][C:17]([C:20]([OH:23])([CH3:22])[CH3:21])=[CH:16][CH:15]=2)[CH:3]=1.[C:25]1([S:31]([N:34]2[CH2:39][CH2:38][NH:37][CH2:36][CH2:35]2)(=[O:33])=[O:32])[CH:30]=[CH:29][CH:28]=[CH:27][CH:26]=1. The catalyst is CN(C=O)C.CS(C)=O.CO. The product is [OH:23][C:20]([C:17]1[CH:18]=[CH:19][C:14]([C:13]([NH:12][C:4]2[CH:3]=[C:2]([N:37]3[CH2:38][CH2:39][N:34]([S:31]([C:25]4[CH:30]=[CH:29][CH:28]=[CH:27][CH:26]=4)(=[O:33])=[O:32])[CH2:35][CH2:36]3)[N:7]3[N:8]=[C:9]([CH3:11])[CH:10]=[C:6]3[N:5]=2)=[O:24])=[CH:15][CH:16]=1)([CH3:22])[CH3:21]. The yield is 0.770. (5) The reactants are [C:1](=[C:3]1[CH:8]=[C:7]([C:9]2[NH:13][C:12]([C:14]3[CH:19]=[CH:18][CH:17]=[CH:16][CH:15]=3)=[N:11][C:10]=2[C:20]2[CH:25]=[CH:24][N:23]=[CH:22][CH:21]=2)[CH:6]=[CH:5][CH:4]1[O:26][CH2:27][CH3:28])=[O:2].[OH:29]OS([O-])=O.[K+]. The catalyst is CN(C=O)C. The product is [C:1]([C:3]1[CH:8]=[C:7]([C:9]2[NH:13][C:12]([C:14]3[CH:19]=[CH:18][CH:17]=[CH:16][CH:15]=3)=[N:11][C:10]=2[C:20]2[CH:25]=[CH:24][N:23]=[CH:22][CH:21]=2)[CH:6]=[CH:5][C:4]=1[O:26][CH2:27][CH3:28])([OH:29])=[O:2]. The yield is 0.310. (6) The reactants are [NH4+].[N:2]#[C:3][S-:4].[NH2:5][C:6]1[CH:7]=[C:8]([OH:12])[CH:9]=[CH:10][CH:11]=1. The catalyst is Cl.O. The product is [OH:12][C:8]1[CH:7]=[C:6]([NH:5][C:3]([NH2:2])=[S:4])[CH:11]=[CH:10][CH:9]=1. The yield is 0.0800. (7) The reactants are [NH:1]1[C:9]2[C:4](=[CH:5][CH:6]=[CH:7][CH:8]=2)[C:3]([CH2:10][CH2:11][C:12](=O)[CH3:13])=[CH:2]1.C([O-])(=O)C.[NH4+].C([BH3-])#[N:21].[Na+]. The catalyst is CO. The product is [NH:1]1[C:9]2[C:4](=[CH:5][CH:6]=[CH:7][CH:8]=2)[C:3]([CH2:10][CH2:11][CH:12]([NH2:21])[CH3:13])=[CH:2]1. The yield is 0.620. (8) The reactants are C(OC1C=CC2SC([NH:12][C:13]([C:15]3[O:16][C:17]4[C:22]([C:23](=[O:25])[CH:24]=3)=[CH:21][CH:20]=[CH:19][C:18]=4[N:26]3[CH2:31][CH2:30][N:29]([CH3:32])[CH2:28][CH2:27]3)=[O:14])=NC=2C=1)C.N[C:35]1[CH:40]=[CH:39][C:38]([N:41]2[CH2:46][CH2:45][N:44]([C:47](=[O:50])[CH2:48][CH3:49])[CH2:43][CH2:42]2)=[CH:37][CH:36]=1.[O:51]1CCN(C2C=CC(N)=CC=2)[CH2:53][CH2:52]1. No catalyst specified. The product is [C:47]([N:44]1[CH2:45][CH2:46][N:41]([C:38]2[CH:39]=[CH:40][C:35]([NH:12][C:13]([C:15]3[O:16][C:17]4[C:22]([C:23](=[O:25])[CH:24]=3)=[CH:21][C:20]([O:51][CH2:52][CH3:53])=[CH:19][C:18]=4[N:26]3[CH2:27][CH2:28][N:29]([CH3:32])[CH2:30][CH2:31]3)=[O:14])=[CH:36][CH:37]=2)[CH2:42][CH2:43]1)(=[O:50])[CH2:48][CH3:49]. The yield is 0.120. (9) The product is [CH3:33][C:28]1[C:27]([CH2:26][N:24]2[CH:25]=[C:21]([N:15]3[C:16](=[O:20])[C:17]([CH3:19])([CH3:18])[N:13]([CH2:12][C:11]4[CH:35]=[CH:36][CH:37]=[C:9]([OH:8])[CH:10]=4)[C:14]3=[O:34])[CH:22]=[N:23]2)=[C:31]([CH3:32])[O:30][N:29]=1. The yield is 0.960. The reactants are [Si]([O:8][C:9]1[CH:10]=[C:11]([CH:35]=[CH:36][CH:37]=1)[CH2:12][N:13]1[C:17]([CH3:19])([CH3:18])[C:16](=[O:20])[N:15]([C:21]2[CH:22]=[N:23][N:24]([CH2:26][C:27]3[C:28]([CH3:33])=[N:29][O:30][C:31]=3[CH3:32])[CH:25]=2)[C:14]1=[O:34])(C(C)(C)C)(C)C.Cl. The catalyst is CO. (10) The reactants are Br[C:2]1[CH:7]=[CH:6][C:5]([NH:8][C:9]#[N:10])=[C:4]([F:11])[CH:3]=1.[CH3:12][N:13]1[C:17]([C:18]#[N:19])=[CH:16][CH:15]=[C:14]1B(O)O.C(=O)([O-])[O-].[K+].[K+].C(P(C(C)(C)C)C(C)(C)C)(C)(C)C.[Br-]. The catalyst is [Pd].[Pd].C(=CC(C=CC1C=CC=CC=1)=O)C1C=CC=CC=1.C(=CC(C=CC1C=CC=CC=1)=O)C1C=CC=CC=1.C(=CC(C=CC1C=CC=CC=1)=O)C1C=CC=CC=1.C1COCC1. The product is [F:11][C:4]1[CH:3]=[C:2]([C:14]2[N:13]([CH3:12])[C:17]([C:18]#[N:19])=[CH:16][CH:15]=2)[CH:7]=[CH:6][C:5]=1[NH:8][C:9]#[N:10]. The yield is 0.120.